This data is from Catalyst prediction with 721,799 reactions and 888 catalyst types from USPTO. The task is: Predict which catalyst facilitates the given reaction. (1) Reactant: [C:1]([O:5][C:6]([N:8]1[CH2:12][CH2:11][CH2:10][C@H:9]1[C:13]([OH:15])=O)=[O:7])([CH3:4])([CH3:3])[CH3:2].Cl.[CH:17]1([NH:20][CH3:21])[CH2:19][CH2:18]1.C1C=CC2N(O)N=NC=2C=1.CCN=C=NCCCN(C)C. Product: [C:1]([O:5][C:6]([N:8]1[CH2:12][CH2:11][CH2:10][C@H:9]1[C:13](=[O:15])[N:20]([CH:17]1[CH2:19][CH2:18]1)[CH3:21])=[O:7])([CH3:2])([CH3:3])[CH3:4]. The catalyst class is: 3. (2) Reactant: [CH3:1][O:2][C:3]1[CH:4]=[C:5]2[C:10](=[CH:11][C:12]=1[O:13][CH3:14])[N:9]=[CH:8][CH:7]=[C:6]2[O:15][C:16]1[CH:22]=[CH:21][C:19]([NH2:20])=[CH:18][CH:17]=1.C1(C)C=CC=CC=1.C(N(CC)CC)C.Cl[C:38](Cl)([O:40]C(=O)OC(Cl)(Cl)Cl)Cl.[C:49]1([CH:55]([OH:59])[CH2:56][CH2:57][CH3:58])[CH:54]=[CH:53][CH:52]=[CH:51][CH:50]=1. Product: [CH3:1][O:2][C:3]1[CH:4]=[C:5]2[C:10](=[CH:11][C:12]=1[O:13][CH3:14])[N:9]=[CH:8][CH:7]=[C:6]2[O:15][C:16]1[CH:22]=[CH:21][C:19]([NH:20][C:38](=[O:40])[O:59][CH:55]([C:49]2[CH:54]=[CH:53][CH:52]=[CH:51][CH:50]=2)[CH2:56][CH2:57][CH3:58])=[CH:18][CH:17]=1. The catalyst class is: 2. (3) Reactant: C(N1C=CN=C1)(N1C=CN=C1)=O.[CH2:13]([O:15][CH:16]([C:28]([O:30][CH2:31][CH3:32])=[O:29])[C:17]1[C:25]([F:26])=[CH:24][C:20]([C:21]([OH:23])=O)=[CH:19][C:18]=1[F:27])[CH3:14].[CH2:33]([NH2:37])[CH:34]([CH3:36])[CH3:35].CCOC(C)=O. Product: [CH2:31]([O:30][C:28](=[O:29])[CH:16]([C:17]1[C:18]([F:27])=[CH:19][C:20]([C:21](=[O:23])[NH:37][CH2:33][CH:34]([CH3:36])[CH3:35])=[CH:24][C:25]=1[F:26])[O:15][CH2:13][CH3:14])[CH3:32]. The catalyst class is: 1.